Dataset: Reaction yield outcomes from USPTO patents with 853,638 reactions. Task: Predict the reaction yield, written as a fraction of the theoretical maximum amount of product (1.0 means a 100% yield; for example, 0.34 means a 34% yield). The reactants are [Cl:1][C:2]1[C:3]([O:5][CH2:6][C:7]=1Cl)=[O:4].[CH3:9][S:10][C:11]1[CH:16]=[CH:15][C:14](B(O)O)=[CH:13][CH:12]=1.[F-].[Cs+]. The product is [Cl:1][C:2]1[C:3]([O:5][CH2:6][C:7]=1[C:14]1[CH:15]=[CH:16][C:11]([S:10][CH3:9])=[CH:12][CH:13]=1)=[O:4]. The catalyst is Cl[Pd](Cl)([P](C1C=CC=CC=1)(C1C=CC=CC=1)C1C=CC=CC=1)[P](C1C=CC=CC=1)(C1C=CC=CC=1)C1C=CC=CC=1. The yield is 0.990.